Dataset: Full USPTO retrosynthesis dataset with 1.9M reactions from patents (1976-2016). Task: Predict the reactants needed to synthesize the given product. (1) Given the product [C:22]([NH:26][C:19]([C:10]1[CH:9]=[C:8]([C:5]2[CH:4]=[N:3][C:2]([CH3:1])=[CH:7][N:6]=2)[N:12]([C:13]2[CH:14]=[N:15][CH:16]=[CH:17][CH:18]=2)[N:11]=1)=[O:21])([CH3:25])([CH3:24])[CH3:23], predict the reactants needed to synthesize it. The reactants are: [CH3:1][C:2]1[N:3]=[CH:4][C:5]([C:8]2[N:12]([C:13]3[CH:14]=[N:15][CH:16]=[CH:17][CH:18]=3)[N:11]=[C:10]([C:19]([OH:21])=O)[CH:9]=2)=[N:6][CH:7]=1.[C:22]([NH2:26])([CH3:25])([CH3:24])[CH3:23]. (2) Given the product [Br:10][C:7]1[CH:8]=[CH:9][C:4]([C:2]2([CH3:1])[NH:16][C:20](=[O:22])[NH:15][C:11]2=[O:14])=[CH:5][CH:6]=1, predict the reactants needed to synthesize it. The reactants are: [CH3:1][C:2]([C:4]1[CH:9]=[CH:8][C:7]([Br:10])=[CH:6][CH:5]=1)=O.[C:11](=[O:14])([O-])[O-].[NH4+:15].[NH4+:16].[C-]#N.[K+].[CH2:20]([OH:22])C. (3) Given the product [Br:1][C:2]1[C:3]([CH2:8][Br:9])=[N:4][CH:5]=[CH:6][CH:7]=1, predict the reactants needed to synthesize it. The reactants are: [Br:1][C:2]1[C:3]([CH3:8])=[N:4][CH:5]=[CH:6][CH:7]=1.[Br:9]N1C(=O)CCC1=O. (4) Given the product [NH2:57][C:54]1[N:55]=[CH:56][C:51]([C:49]2[N:48]=[C:47]3[C:43]([N:44]=[C:45]([N:63]4[CH2:68][CH2:67][N:66]([C:3](=[O:5])[CH2:2][OH:1])[CH2:65][CH2:64]4)[N:46]3[CH2:58][C:59]([F:60])([F:62])[F:61])=[C:42]([N:36]3[CH2:37][CH2:38][O:39][CH2:40][CH2:41]3)[N:50]=2)=[CH:52][N:53]=1, predict the reactants needed to synthesize it. The reactants are: [OH:1][CH2:2][C:3]([OH:5])=O.O.OC1C2N=NNC=2C=CC=1.Cl.C(N=C=NCCCN(C)C)C.FC(F)(F)C(O)=O.[N:36]1([C:42]2[N:50]=[C:49]([C:51]3[CH:52]=[N:53][C:54]([NH2:57])=[N:55][CH:56]=3)[N:48]=[C:47]3[C:43]=2[N:44]=[C:45]([N:63]2[CH2:68][CH2:67][NH:66][CH2:65][CH2:64]2)[N:46]3[CH2:58][C:59]([F:62])([F:61])[F:60])[CH2:41][CH2:40][O:39][CH2:38][CH2:37]1. (5) Given the product [CH3:1][O:2][C:3]([C:5]1[C:6]([OH:30])=[C:7]2[C:12](=[C:13]([C:36]3[CH:41]=[CH:40][CH:39]=[CH:38][N:37]=3)[N:14]=1)[N:11]([CH2:16][C:17]1[CH:22]=[CH:21][CH:20]=[CH:19][CH:18]=1)[C:10](=[O:23])[C:9]([C:24]1[CH:29]=[CH:28][CH:27]=[CH:26][CH:25]=1)=[CH:8]2)=[O:4], predict the reactants needed to synthesize it. The reactants are: [CH3:1][O:2][C:3]([C:5]1[C:6]([OH:30])=[C:7]2[C:12](=[C:13](Br)[N:14]=1)[N:11]([CH2:16][C:17]1[CH:22]=[CH:21][CH:20]=[CH:19][CH:18]=1)[C:10](=[O:23])[C:9]([C:24]1[CH:29]=[CH:28][CH:27]=[CH:26][CH:25]=1)=[CH:8]2)=[O:4].C([Sn](CCCC)(CCCC)[C:36]1[CH:41]=[CH:40][CH:39]=[CH:38][N:37]=1)CCC.CCOC(C)=O.Cl. (6) Given the product [NH2:28][C@H:24]1[CH2:25][CH2:26][CH2:27][N:22]([C:21]2[CH:20]=[CH:19][N:18]=[CH:17][C:16]=2[NH:15][C:13]([C:11]2[N:12]=[C:8]([C:3]3[CH:4]=[CH:5][CH:6]=[CH:7][C:2]=3[F:1])[S:9][CH:10]=2)=[O:14])[CH2:23]1, predict the reactants needed to synthesize it. The reactants are: [F:1][C:2]1[CH:7]=[CH:6][CH:5]=[CH:4][C:3]=1[C:8]1[S:9][CH:10]=[C:11]([C:13]([NH:15][C:16]2[CH:17]=[N:18][CH:19]=[CH:20][C:21]=2[N:22]2[CH2:27][CH2:26][CH2:25][C@H:24]([NH:28]C(=O)OC(C)(C)C)[CH2:23]2)=[O:14])[N:12]=1.Cl. (7) The reactants are: C(N(CC)CC)C.[OH:8][C:9]1[C:10](=[O:20])[C:11]2[C:16]([C:17](=[O:19])[CH:18]=1)=[CH:15][CH:14]=[CH:13][CH:12]=2.[C:21](OC(=O)C)(=[O:23])[CH3:22]. Given the product [C:21]([O:8][C:9]1[C:10](=[O:20])[C:11]2[C:16]([C:17](=[O:19])[CH:18]=1)=[CH:15][CH:14]=[CH:13][CH:12]=2)(=[O:23])[CH3:22], predict the reactants needed to synthesize it. (8) Given the product [Br:1][C:2]1[C:3]2[C:7]([CH:8]=[CH:9][CH:10]=1)=[N:6][N:5]([CH2:12][C:13]1[CH:18]=[CH:17][CH:16]=[C:15]([Cl:19])[CH:14]=1)[CH:4]=2, predict the reactants needed to synthesize it. The reactants are: [Br:1][C:2]1[CH:10]=[CH:9][CH:8]=[C:7]2[C:3]=1[CH:4]=[N:5][NH:6]2.Br[CH2:12][C:13]1[CH:18]=[CH:17][CH:16]=[C:15]([Cl:19])[CH:14]=1.